Dataset: Forward reaction prediction with 1.9M reactions from USPTO patents (1976-2016). Task: Predict the product of the given reaction. (1) Given the reactants C1N(CCS(O)(=O)=O)CCOC1.[CH2:13]([OH:57])[C@H:14]1[O:19][C@H:18]([O:20][C@H]2[C@H](O)[C@@H](O)[C@@H]([O:56][C@H:15]3[C@H:16]([OH:55])[C@@H:17]([OH:54])[C@@H:18]([O:20][C@H]4[C@H](O)[C@@H](O)[C@@H](O)O[C@@H]4CO)[O:19][C@@H:14]3[CH2:13][OH:57])O[C@@H]2CO)[C@H:17]([OH:54])[C@@H:16]([OH:55])[C@@H:15]1[OH:56], predict the reaction product. The product is: [O:20]=[CH:18][C@@H:17]([C@H:16]([C@@H:15]([C@@H:14]([CH2:13][OH:57])[OH:19])[OH:56])[OH:55])[OH:54]. (2) Given the reactants [F:1][C:2]1[N:7]=[CH:6][N:5]=[C:4]([O:8][C:9]2[CH:14]=[CH:13][C:12]([NH2:15])=[CH:11][CH:10]=2)[CH:3]=1.[F:16][C:17]([F:28])([F:27])[C:18]1[CH:23]=[CH:22][CH:21]=[C:20]([N:24]=[C:25]=[O:26])[CH:19]=1, predict the reaction product. The product is: [F:1][C:2]1[N:7]=[CH:6][N:5]=[C:4]([O:8][C:9]2[CH:14]=[CH:13][C:12]([NH:15][C:25]([NH:24][C:20]3[CH:21]=[CH:22][CH:23]=[C:18]([C:17]([F:16])([F:27])[F:28])[CH:19]=3)=[O:26])=[CH:11][CH:10]=2)[CH:3]=1. (3) Given the reactants F[C:2]1[CH:3]=[C:4]2[C:9](=[C:10]([F:12])[CH:11]=1)[C:8](=[O:13])[CH2:7][CH2:6][CH2:5]2.C(N(CC)CC)C.[C:21]1([SH:27])[CH:26]=[CH:25][CH:24]=[CH:23][CH:22]=1.CCCCCCC, predict the reaction product. The product is: [F:12][C:10]1[CH:11]=[C:2]([S:27][C:21]2[CH:26]=[CH:25][CH:24]=[CH:23][CH:22]=2)[CH:3]=[C:4]2[C:9]=1[C:8](=[O:13])[CH2:7][CH2:6][CH2:5]2. (4) Given the reactants [ClH:1].[CH:2]1([C:5](=[O:34])[CH:6]([N:14]2[CH2:19][CH2:18][CH:17]([SH:20])/[C:16](=[CH:21]/[C:22]3[N:26]([CH2:27][CH2:28][C:29]([O:31]CC)=[O:30])[N:25]=[N:24][CH:23]=3)/[CH2:15]2)[C:7]2[CH:12]=[CH:11][CH:10]=[CH:9][C:8]=2[F:13])[CH2:4][CH2:3]1.Cl, predict the reaction product. The product is: [ClH:1].[C:29]([CH2:28][CH2:27][N:26]1[C:22](/[CH:21]=[C:16]2\[CH2:15][N:14]([CH:6]([C:7]3[CH:12]=[CH:11][CH:10]=[CH:9][C:8]=3[F:13])[C:5]([CH:2]3[CH2:4][CH2:3]3)=[O:34])[CH2:19][CH2:18][CH:17]\2[SH:20])=[CH:23][N:24]=[N:25]1)([OH:31])=[O:30]. (5) Given the reactants Br[C:2]1[N:6]2[CH:7]=[C:8]([CH:29]3[CH2:31][CH2:30]3)[C:9]([O:11][CH2:12][CH:13]3[CH2:18][CH2:17][N:16]([C@H:19]([C:21]4[CH:26]=[C:25]([Cl:27])[CH:24]=[C:23]([Cl:28])[CH:22]=4)[CH3:20])[CH2:15][CH2:14]3)=[CH:10][C:5]2=[N:4][N:3]=1.[CH:32]1([S:35]([NH2:38])(=[O:37])=[O:36])CC1.CS(N)(=O)=O, predict the reaction product. The product is: [CH:29]1([C:8]2[C:9]([O:11][CH2:12][CH:13]3[CH2:14][CH2:15][N:16]([C@H:19]([C:21]4[CH:22]=[C:23]([Cl:28])[CH:24]=[C:25]([Cl:27])[CH:26]=4)[CH3:20])[CH2:17][CH2:18]3)=[CH:10][C:5]3[N:6]([C:2]([NH:38][S:35]([CH3:32])(=[O:37])=[O:36])=[N:3][N:4]=3)[CH:7]=2)[CH2:30][CH2:31]1.